Predict the reactants needed to synthesize the given product. From a dataset of Full USPTO retrosynthesis dataset with 1.9M reactions from patents (1976-2016). (1) Given the product [CH3:1][O:2][C:3]1[C:4]([CH3:19])=[C:5]2[C:6](=[CH:7][C:8]=1[CH3:9])[NH:10][C:11]1([CH2:12][CH2:13][CH2:14]1)[CH2:15][C:16]2=[O:18], predict the reactants needed to synthesize it. The reactants are: [CH3:1][O:2][C:3]1[C:8]([CH3:9])=[CH:7][C:6]([NH:10][C:11]2([CH2:15][C:16]([OH:18])=O)[CH2:14][CH2:13][CH2:12]2)=[CH:5][C:4]=1[CH3:19].O. (2) Given the product [CH2:12]1[C:13]2[C:18](=[CH:17][CH:16]=[CH:15][CH:14]=2)[CH2:19][N:11]1[CH2:9][C:8]([C:5]1[CH:6]=[CH:7][C:2]([B:20]([OH:24])[OH:21])=[CH:3][CH:4]=1)=[O:40], predict the reactants needed to synthesize it. The reactants are: Br[C:2]1[CH:7]=[CH:6][C:5]([CH2:8][C:9]([N:11]2[CH2:19][C:18]3[C:13](=[CH:14][CH:15]=[CH:16][CH:17]=3)[CH2:12]2)=O)=[CH:4][CH:3]=1.[B:20]1(B2OC(C)(C)C(C)(C)O2)[O:24]C(C)(C)C(C)(C)[O:21]1.C([O-])(=[O:40])C.[K+].